Predict which catalyst facilitates the given reaction. From a dataset of Catalyst prediction with 721,799 reactions and 888 catalyst types from USPTO. (1) Reactant: [Cl:1][C:2]1[CH:3]=[C:4]([CH:9]=[C:10]([C:12]([F:15])([F:14])[F:13])[CH:11]=1)[C:5](OC)=[O:6].[H-]. Product: [Cl:1][C:2]1[CH:3]=[C:4]([CH2:5][OH:6])[CH:9]=[C:10]([C:12]([F:14])([F:15])[F:13])[CH:11]=1. The catalyst class is: 1. (2) Reactant: [C:1]([O:9]CC)(=O)[CH2:2][C:3]([O:5][CH2:6][CH3:7])=[O:4].[H-].[Na+].[H][H].[CH2:16]([N:23]1[C:28]2[CH:29]=[CH:30][C:31]([F:33])=[CH:32][C:27]=2[C:26](=O)[O:25]C1=O)[C:17]1[CH:22]=[CH:21][CH:20]=[CH:19][CH:18]=1.Cl. Product: [CH2:6]([O:5][C:3]([C:2]1[C:1](=[O:9])[N:23]([CH2:16][C:17]2[CH:18]=[CH:19][CH:20]=[CH:21][CH:22]=2)[C:28]2[C:27]([C:26]=1[OH:25])=[CH:32][C:31]([F:33])=[CH:30][CH:29]=2)=[O:4])[CH3:7]. The catalyst class is: 44. (3) Reactant: [OH:1][CH2:2][CH2:3][C:4]1[CH:5]=[C:6]([OH:10])[CH:7]=[CH:8][CH:9]=1.Br[CH2:12][C:13]1[CH:22]=[CH:21][CH:20]=[CH:19][C:14]=1[C:15]([O:17][CH3:18])=[O:16].C(=O)([O-])[O-].[K+].[K+].C(O)C(N)(CO)CO. Product: [OH:1][CH2:2][CH2:3][C:4]1[CH:5]=[C:6]([CH:7]=[CH:8][CH:9]=1)[O:10][CH2:12][C:13]1[CH:22]=[CH:21][CH:20]=[CH:19][C:14]=1[C:15]([O:17][CH3:18])=[O:16]. The catalyst class is: 10. (4) Reactant: O[CH2:2][CH2:3][N:4]1CCOCC1.[H-].[Na+].[NH2:12][C:13]1[N:18]=[CH:17][N:16]=[C:15]([Cl:19])[CH:14]=1.[C:20]([O:23][CH2:24][CH3:25])(=[O:22])C. Product: [CH2:24]([O:23][C:20](=[O:22])[NH:4][C:3]1[N:12]=[C:13]2[CH:14]=[C:15]([Cl:19])[N:16]=[CH:17][N:18]2[CH:2]=1)[CH3:25]. The catalyst class is: 7. (5) Reactant: [OH:1][C:2]1[CH:3]=[CH:4][C:5]([CH3:8])=[N:6][CH:7]=1.N1C=CC=CC=1.[F:15][C:16]([F:29])([F:28])[S:17](O[S:17]([C:16]([F:29])([F:28])[F:15])(=[O:19])=[O:18])(=[O:19])=[O:18].C(=O)([O-])O.[Na+]. The catalyst class is: 100. Product: [CH3:8][C:5]1[CH:4]=[CH:3][C:2]([O:1][S:17]([C:16]([F:29])([F:28])[F:15])(=[O:19])=[O:18])=[CH:7][N:6]=1. (6) Reactant: [OH:1][C:2]1[CH:3]=[C:4]([CH:7]=[CH:8][CH:9]=1)[CH2:5][OH:6].[CH2:10](Br)[C:11]#[CH:12]. Product: [CH2:12]([O:1][C:2]1[CH:3]=[C:4]([CH2:5][OH:6])[CH:7]=[CH:8][CH:9]=1)[C:11]#[CH:10]. The catalyst class is: 74.